This data is from Merck oncology drug combination screen with 23,052 pairs across 39 cell lines. The task is: Regression. Given two drug SMILES strings and cell line genomic features, predict the synergy score measuring deviation from expected non-interaction effect. (1) Drug 1: CN1C(=O)C=CC2(C)C3CCC4(C)C(NC(=O)OCC(F)(F)F)CCC4C3CCC12. Drug 2: N#Cc1ccc(Cn2cncc2CN2CCN(c3cccc(Cl)c3)C(=O)C2)cc1. Cell line: UWB1289BRCA1. Synergy scores: synergy=-8.93. (2) Drug 1: NC(=O)c1cccc2cn(-c3ccc(C4CCCNC4)cc3)nc12. Drug 2: CNC(=O)c1cc(Oc2ccc(NC(=O)Nc3ccc(Cl)c(C(F)(F)F)c3)cc2)ccn1. Cell line: HT144. Synergy scores: synergy=5.18. (3) Drug 1: CC1CC2C3CCC4=CC(=O)C=CC4(C)C3(F)C(O)CC2(C)C1(O)C(=O)CO. Drug 2: O=C(CCCCCCC(=O)Nc1ccccc1)NO. Cell line: HT29. Synergy scores: synergy=14.4. (4) Drug 1: CC(=O)OC1C(=O)C2(C)C(O)CC3OCC3(OC(C)=O)C2C(OC(=O)c2ccccc2)C2(O)CC(OC(=O)C(O)C(NC(=O)c3ccccc3)c3ccccc3)C(C)=C1C2(C)C. Drug 2: CC1(c2nc3c(C(N)=O)cccc3[nH]2)CCCN1. Cell line: UWB1289BRCA1. Synergy scores: synergy=2.90. (5) Drug 1: CN1C(=O)C=CC2(C)C3CCC4(C)C(NC(=O)OCC(F)(F)F)CCC4C3CCC12. Drug 2: CC(C)CC(NC(=O)C(Cc1ccccc1)NC(=O)c1cnccn1)B(O)O. Cell line: MDAMB436. Synergy scores: synergy=-5.87.